Dataset: Peptide-MHC class II binding affinity with 134,281 pairs from IEDB. Task: Regression. Given a peptide amino acid sequence and an MHC pseudo amino acid sequence, predict their binding affinity value. This is MHC class II binding data. The peptide sequence is KKEEKKESGDAASGA. The MHC is DRB1_0405 with pseudo-sequence DRB1_0405. The binding affinity (normalized) is 0.